The task is: Predict which catalyst facilitates the given reaction.. This data is from Catalyst prediction with 721,799 reactions and 888 catalyst types from USPTO. (1) Reactant: [Cl:1][C:2]1[CH:3]=[C:4]([C:8]#[C:9][C:10]([OH:12])=O)[CH:5]=[CH:6][CH:7]=1.CC(C)N=C=NC(C)C.C1C=CC2N(O)N=NC=2C=1.[F:32][C:33]1[CH:41]=[CH:40][CH:39]=[CH:38][C:34]=1[CH2:35][CH2:36][NH2:37].C([O-])(O)=O.[Na+]. Product: [Cl:1][C:2]1[CH:3]=[C:4]([C:8]#[C:9][C:10]([NH:37][CH2:36][CH2:35][C:34]2[CH:38]=[CH:39][CH:40]=[CH:41][C:33]=2[F:32])=[O:12])[CH:5]=[CH:6][CH:7]=1. The catalyst class is: 3. (2) Reactant: [NH2:1][CH2:2][C:3]1[C:8]([CH2:9][CH3:10])=[N:7][C:6]2[N:11]([CH2:14][CH3:15])[N:12]=[CH:13][C:5]=2[C:4]=1[NH:16][CH:17]1[CH2:22][CH2:21][O:20][CH2:19][CH2:18]1.[CH3:23][O:24][C:25]([C:27]1[CH:28]=[C:29]([CH:33]=[CH:34][CH:35]=1)[C:30](O)=[O:31])=[O:26].CN(C(ON1N=NC2C=CC=CC1=2)=[N+](C)C)C.F[P-](F)(F)(F)(F)F.CCN(CC)CC. The catalyst class is: 2. Product: [CH2:14]([N:11]1[C:6]2=[N:7][C:8]([CH2:9][CH3:10])=[C:3]([CH2:2][NH:1][C:30]([C:29]3[CH:28]=[C:27]([CH:35]=[CH:34][CH:33]=3)[C:25]([O:24][CH3:23])=[O:26])=[O:31])[C:4]([NH:16][CH:17]3[CH2:18][CH2:19][O:20][CH2:21][CH2:22]3)=[C:5]2[CH:13]=[N:12]1)[CH3:15]. (3) Reactant: [Br:1][C:2]1[C:7]([O:8][CH3:9])=[CH:6][C:5]([C:10]([C:12]2[CH:17]=[CH:16][CH:15]=[CH:14][CH:13]=2)=[O:11])=[C:4]([O:18]C)[CH:3]=1.B(Cl)(Cl)Cl. Product: [Br:1][C:2]1[C:7]([O:8][CH3:9])=[CH:6][C:5]([C:10]([C:12]2[CH:13]=[CH:14][CH:15]=[CH:16][CH:17]=2)=[O:11])=[C:4]([OH:18])[CH:3]=1. The catalyst class is: 2. (4) Reactant: [C:1]([NH2:4])(=[S:3])[CH3:2].[Br:5][CH2:6][C:7]1[CH:16]=[CH:15][C:14]2[C:9](=[CH:10][CH:11]=[CH:12][CH:13]=2)[CH:8]=1. Product: [BrH:5].[CH:8]1[C:9]2[C:14](=[CH:13][CH:12]=[CH:11][CH:10]=2)[CH:15]=[CH:16][C:7]=1[CH2:6][S:3][C:1](=[NH:4])[CH3:2]. The catalyst class is: 22. (5) Reactant: [CH3:1][O:2][C:3]([C:5]1[C:10]([O:11][CH2:12][C:13]2[CH:18]=[CH:17][CH:16]=[CH:15][CH:14]=2)=[C:9]([O:19][CH3:20])[CH:8]=[C:7](Br)[N:6]=1)=[O:4].C([Sn](CCCC)(CCCC)[C:27]1[O:28][CH:29]=[CH:30][CH:31]=1)CCC. Product: [CH3:1][O:2][C:3]([C:5]1[C:10]([O:11][CH2:12][C:13]2[CH:18]=[CH:17][CH:16]=[CH:15][CH:14]=2)=[C:9]([O:19][CH3:20])[CH:8]=[C:7]([C:27]2[O:28][CH:29]=[CH:30][CH:31]=2)[N:6]=1)=[O:4]. The catalyst class is: 602. (6) Reactant: [CH3:1][N:2]=[C:3]=[S:4].[Cl:5][C:6]1[CH:7]=[C:8]([C:12]2[O:16][N:15]=[C:14]([CH:17]3[CH2:22][O:21][CH2:20][CH2:19][NH:18]3)[CH:13]=2)[CH:9]=[CH:10][CH:11]=1. Product: [CH3:1][NH:2][C:3]([N:18]1[CH2:19][CH2:20][O:21][CH2:22][CH:17]1[C:14]1[CH:13]=[C:12]([C:8]2[CH:9]=[CH:10][CH:11]=[C:6]([Cl:5])[CH:7]=2)[O:16][N:15]=1)=[S:4]. The catalyst class is: 22.